This data is from Forward reaction prediction with 1.9M reactions from USPTO patents (1976-2016). The task is: Predict the product of the given reaction. The product is: [C:34]([C:27]12[CH2:26][CH:25]3[CH2:33][CH:29]([CH2:30][CH:31]([CH:24]3[NH:23][C:21]([C:20]3[C:15]([CH:10]4[CH2:11][CH2:12][CH2:13][CH2:14]4)=[N:16][C:17]([NH:37][C@H:38]4[CH2:42][CH2:41][O:40][CH2:39]4)=[N:18][CH:19]=3)=[O:22])[CH2:32]1)[CH2:28]2)(=[O:36])[NH2:3]. Given the reactants CC[N:3](C(C)C)C(C)C.[CH:10]1([C:15]2[C:20]([C:21]([NH:23][CH:24]3[CH:31]4[CH2:32][C:27]5([C:34]([OH:36])=O)[CH2:28][CH:29]([CH2:33][CH:25]3[CH2:26]5)[CH2:30]4)=[O:22])=[CH:19][N:18]=[C:17]([NH:37][C@H:38]3[CH2:42][CH2:41][O:40][CH2:39]3)[N:16]=2)[CH2:14][CH2:13][CH2:12][CH2:11]1.CN(C(ON1N=NC2C=CC=NC1=2)=[N+](C)C)C.F[P-](F)(F)(F)(F)F.[Cl-].[NH4+], predict the reaction product.